Dataset: Reaction yield outcomes from USPTO patents with 853,638 reactions. Task: Predict the reaction yield, written as a fraction of the theoretical maximum amount of product (1.0 means a 100% yield; for example, 0.34 means a 34% yield). The product is [Cl:1][C:2]1[N:7]2[N:10]=[C:9]([C:12]3[CH:17]=[CH:16][C:15]([O:18][CH3:19])=[CH:14][CH:13]=3)[CH:8]=[C:6]2[CH:5]=[CH:4][CH:3]=1. The catalyst is COCCOC.[Fe](Cl)Cl. The yield is 0.520. The reactants are [Cl:1][C:2]1[N:7]=[C:6]([CH2:8][C:9]([C:12]2[CH:17]=[CH:16][C:15]([O:18][CH3:19])=[CH:14][CH:13]=2)=[N:10]O)[CH:5]=[CH:4][CH:3]=1.FC(F)(F)C(OC(=O)C(F)(F)F)=O.C(N(CC)CC)C.O.